This data is from Full USPTO retrosynthesis dataset with 1.9M reactions from patents (1976-2016). The task is: Predict the reactants needed to synthesize the given product. (1) Given the product [Cl:33][C:30]1[CH:31]=[CH:32][C:27]([C:25]2[C:24]3[C:19](=[CH:20][CH:21]=[CH:22][CH:23]=3)[C:18](=[O:34])[N:17]([NH:16][C:12](=[O:13])[CH2:11][C@@H:3]3[C:2]([F:15])([F:1])[CH2:7][C@H:6]4[CH2:8][C@@H:4]3[C:5]4([CH3:10])[CH3:9])[N:26]=2)=[CH:28][CH:29]=1, predict the reactants needed to synthesize it. The reactants are: [F:1][C:2]1([F:15])[CH2:7][C@H:6]2[CH2:8][C@H:4]([C:5]2([CH3:10])[CH3:9])[C@@H:3]1[CH2:11][C:12](Cl)=[O:13].[NH2:16][N:17]1[N:26]=[C:25]([C:27]2[CH:32]=[CH:31][C:30]([Cl:33])=[CH:29][CH:28]=2)[C:24]2[C:19](=[CH:20][CH:21]=[CH:22][CH:23]=2)[C:18]1=[O:34].N1C=CC=CC=1. (2) Given the product [Cl:3][C:18]1[C:17]2[C:12](=[CH:13][CH:14]=[CH:15][CH:16]=2)[N:11]=[CH:10][C:9]=1[N+:6]([O-:8])=[O:7], predict the reactants needed to synthesize it. The reactants are: P(Cl)(Cl)([Cl:3])=O.[N+:6]([C:9]1[CH:10]=[N:11][C:12]2[C:17]([C:18]=1O)=[CH:16][CH:15]=[CH:14][CH:13]=2)([O-:8])=[O:7]. (3) Given the product [Cl:3][C:4]1[CH:5]=[C:6]([CH:34]=[C:35]([C:38]([F:41])([F:39])[F:40])[C:36]=1[OH:37])[CH2:7][C@@H:8]([CH2:13][C:14](=[O:33])[N:15]1[CH2:16][CH2:17][CH:18]([N:21]2[CH2:27][CH2:26][C:25]3[CH:28]=[CH:29][CH:30]=[CH:31][C:24]=3[NH:23][C:22]2=[O:32])[CH2:19][CH2:20]1)[C:9]([OH:11])=[O:10], predict the reactants needed to synthesize it. The reactants are: [Li+].[OH-].[Cl:3][C:4]1[CH:5]=[C:6]([CH:34]=[C:35]([C:38]([F:41])([F:40])[F:39])[C:36]=1[OH:37])[CH2:7][C@@H:8]([CH2:13][C:14](=[O:33])[N:15]1[CH2:20][CH2:19][CH:18]([N:21]2[CH2:27][CH2:26][C:25]3[CH:28]=[CH:29][CH:30]=[CH:31][C:24]=3[NH:23][C:22]2=[O:32])[CH2:17][CH2:16]1)[C:9]([O:11]C)=[O:10]. (4) Given the product [Cl:10][C:11]1[C:12]([S:20]([CH2:23][CH3:24])(=[O:22])=[O:21])=[C:13]([CH2:18][NH:19][C:43]([C:42]2[CH:46]=[CH:47][C:39]([CH2:38][N:35]3[CH2:34][CH2:33][N:32]([C:30]([O:29][C:26]([CH3:27])([CH3:28])[CH3:25])=[O:31])[CH2:37][CH2:36]3)=[C:40]([C:48]([F:50])([F:51])[F:49])[CH:41]=2)=[O:44])[CH:14]=[C:15]([Cl:17])[CH:16]=1, predict the reactants needed to synthesize it. The reactants are: CCN(C(C)C)C(C)C.[Cl:10][C:11]1[C:12]([S:20]([CH2:23][CH3:24])(=[O:22])=[O:21])=[C:13]([CH2:18][NH2:19])[CH:14]=[C:15]([Cl:17])[CH:16]=1.[CH3:25][C:26]([O:29][C:30]([N:32]1[CH2:37][CH2:36][N:35]([CH2:38][C:39]2[CH:47]=[CH:46][C:42]([C:43]([O-])=[O:44])=[CH:41][C:40]=2[C:48]([F:51])([F:50])[F:49])[CH2:34][CH2:33]1)=[O:31])([CH3:28])[CH3:27].CN(C(ON1N=NC2C=CC=NC1=2)=[N+](C)C)C.F[P-](F)(F)(F)(F)F.